This data is from Full USPTO retrosynthesis dataset with 1.9M reactions from patents (1976-2016). The task is: Predict the reactants needed to synthesize the given product. (1) Given the product [CH2:13]([O:9][CH:4]1[CH2:5][CH:6]([CH3:8])[CH2:7][C:2]([CH3:10])([CH3:1])[CH2:3]1)[CH3:14], predict the reactants needed to synthesize it. The reactants are: [CH3:1][C:2]1([CH3:10])[CH2:7][CH:6]([CH3:8])[CH2:5][C:4](=[O:9])[CH2:3]1.C([O-])([O-])O[CH2:13][CH3:14].[H][H]. (2) Given the product [CH3:16][O:25][C:4]1[CH:5]=[CH:6][C:1]([CH2:7][CH2:8]/[CH:9]=[CH:10]/[CH2:11][CH2:12][C:13]([OH:15])=[O:14])=[CH:2][CH:3]=1, predict the reactants needed to synthesize it. The reactants are: [C:1]1([CH2:7][CH2:8]/[CH:9]=[CH:10]/[CH2:11][CH2:12][C:13]([OH:15])=[O:14])[CH:6]=[CH:5][CH:4]=[CH:3][CH:2]=1.[CH:16](=[O:25])CCC1C=CC=CC=1.[Li].C(O[PH+](CC(OCC)=O)OCC)C.[Br-].[Na].C(OCC)(=O)CC(OCC)=O. (3) Given the product [O:1]([C@H:9]([CH3:16])[CH2:10][CH2:11][OH:12])[Si:2]([C:5]([CH3:6])([CH3:7])[CH3:8])([CH3:4])[CH3:3], predict the reactants needed to synthesize it. The reactants are: [O:1]([C@H:9]([CH3:16])[CH2:10][C:11](OCC)=[O:12])[Si:2]([C:5]([CH3:8])([CH3:7])[CH3:6])([CH3:4])[CH3:3].[H-].C([Al+]CC(C)C)C(C)C.CO. (4) Given the product [Br:1][C:2]1[CH:7]=[CH:6][C:5]([C:8]2[NH:29][C:11]([C@@H:13]3[CH2:17][CH2:16][CH2:15][N:14]3[C:18]([O:20][C:21]([CH3:24])([CH3:23])[CH3:22])=[O:19])=[N:10][N:9]=2)=[CH:4][CH:3]=1, predict the reactants needed to synthesize it. The reactants are: [Br:1][C:2]1[CH:7]=[CH:6][C:5]([C:8]2O[C:11]([C@@H:13]3[CH2:17][CH2:16][CH2:15][N:14]3[C:18]([O:20][C:21]([CH3:24])([CH3:23])[CH3:22])=[O:19])=[N:10][N:9]=2)=[CH:4][CH:3]=1.C([O-])(=O)C.[NH4+:29].C1(C)C=CC=CC=1. (5) Given the product [C:37]([NH:36][CH2:35][C:33]1[N:34]=[C:8]([NH:12][C:13]([C:15]2[CH:16]=[CH:17][C:18]3[CH:19]=[C:20]4[C:27](=[O:28])[NH:26][CH2:25][CH2:24][N:21]4[C:22]=3[CH:23]=2)=[O:14])[S:31][CH:32]=1)(=[O:40])[CH:38]=[CH2:39], predict the reactants needed to synthesize it. The reactants are: C(NC1C=[C:8]([NH:12][C:13]([C:15]2[CH:16]=[CH:17][C:18]3[CH:19]=[C:20]4[C:27](=[O:28])[NH:26][CH2:25][CH2:24][N:21]4[C:22]=3[CH:23]=2)=[O:14])C=CC=1)(=O)C=C.NC1[S:31][CH:32]=[C:33]([CH2:35][NH:36][C:37](=[O:40])[CH:38]=[CH2:39])[N:34]=1. (6) Given the product [CH3:1][O:2][C:3]([C:5]1[S:14][C:8]2[N:9]=[CH:10][N:11]=[C:12]([NH:16][C:17]3[CH:37]=[CH:36][C:35]([F:38])=[CH:34][C:18]=3[O:19][C@H:20]3[CH2:21][C@@H:22]([CH2:32][OH:33])[N:23]([C:25]([O:27][C:28]([CH3:31])([CH3:30])[CH3:29])=[O:26])[CH2:24]3)[C:7]=2[C:6]=1[CH3:15])=[O:4], predict the reactants needed to synthesize it. The reactants are: [CH3:1][O:2][C:3]([C:5]1[S:14][C:8]2[N:9]=[CH:10][N:11]=[C:12](Cl)[C:7]=2[C:6]=1[CH3:15])=[O:4].[NH2:16][C:17]1[CH:37]=[CH:36][C:35]([F:38])=[CH:34][C:18]=1[O:19][C@@H:20]1[CH2:24][N:23]([C:25]([O:27][C:28]([CH3:31])([CH3:30])[CH3:29])=[O:26])[C@H:22]([CH2:32][OH:33])[CH2:21]1. (7) Given the product [Cl:1][C:2]1[C:10]2[C:9]3[CH2:11][N:12]([CH2:21][CH2:22][N:23]4[CH2:24][CH2:25][CH2:26][CH2:27][CH2:28]4)[C:13](=[O:20])[C@H:14]([CH2:16][C:17](=[O:19])[N:61]4[CH2:62][CH2:63][CH:64]([N:67]5[CH2:73][CH2:72][C:71]6[CH:74]=[CH:75][CH:76]=[CH:77][C:70]=6[NH:69][C:68]5=[O:78])[CH2:65][CH2:66]4)[CH2:15][C:8]=3[CH:7]=[C:6]([Cl:29])[C:5]=2[NH:4][N:3]=1, predict the reactants needed to synthesize it. The reactants are: [Cl:1][C:2]1[C:10]2[C:9]3[CH2:11][N:12]([CH2:21][CH2:22][N:23]4[CH2:28][CH2:27][CH2:26][CH2:25][CH2:24]4)[C:13](=[O:20])[C@H:14]([CH2:16][C:17]([OH:19])=O)[CH2:15][C:8]=3[CH:7]=[C:6]([Cl:29])[C:5]=2[NH:4][N:3]=1.C(N(CC)C(C)C)(C)C.CN(C(ON1N=NC2C=CC=CC1=2)=[N+](C)C)C.[B-](F)(F)(F)F.[NH:61]1[CH2:66][CH2:65][CH:64]([N:67]2[CH2:73][CH2:72][C:71]3[CH:74]=[CH:75][CH:76]=[CH:77][C:70]=3[NH:69][C:68]2=[O:78])[CH2:63][CH2:62]1. (8) Given the product [NH2:1][C:4]1[CH:5]=[C:6]2[C:10](=[CH:11][CH:12]=1)[N:9]=[C:8]([CH3:13])[C:7]2([CH3:15])[CH3:14], predict the reactants needed to synthesize it. The reactants are: [N+:1]([C:4]1[CH:5]=[C:6]2[C:10](=[CH:11][CH:12]=1)[N:9]=[C:8]([CH3:13])[C:7]2([CH3:15])[CH3:14])([O-])=O.NN. (9) Given the product [C:17]([C:20]1[CH:25]=[CH:24][C:23]([C:2]2[CH:7]=[CH:6][C:5]([C:8]3[CH:9]=[C:10]([C:13]([O:15][CH3:16])=[O:14])[S:11][CH:12]=3)=[CH:4][CH:3]=2)=[CH:22][CH:21]=1)(=[O:19])[CH3:18], predict the reactants needed to synthesize it. The reactants are: Br[C:2]1[CH:7]=[CH:6][C:5]([C:8]2[CH:9]=[C:10]([C:13]([O:15][CH3:16])=[O:14])[S:11][CH:12]=2)=[CH:4][CH:3]=1.[C:17]([C:20]1[CH:25]=[CH:24][C:23](B(O)O)=[CH:22][CH:21]=1)(=[O:19])[CH3:18]. (10) Given the product [F:21][C:22]([F:35])([F:34])[S:23]([O:1][C@@H:2]([CH2:13][CH3:14])[C:3]([O:5][CH2:6][C:7]1[CH:12]=[CH:11][CH:10]=[CH:9][CH:8]=1)=[O:4])(=[O:25])=[O:24], predict the reactants needed to synthesize it. The reactants are: [OH:1][C@@H:2]([CH2:13][CH3:14])[C:3]([O:5][CH2:6][C:7]1[CH:12]=[CH:11][CH:10]=[CH:9][CH:8]=1)=[O:4].N1C=CC=CC=1.[F:21][C:22]([F:35])([F:34])[S:23](O[S:23]([C:22]([F:35])([F:34])[F:21])(=[O:25])=[O:24])(=[O:25])=[O:24].